Dataset: Full USPTO retrosynthesis dataset with 1.9M reactions from patents (1976-2016). Task: Predict the reactants needed to synthesize the given product. (1) Given the product [C:1]1([C:7]2[CH:8]=[C:9]3[C:13](=[C:14]([C:16]([NH2:18])=[O:17])[CH:15]=2)[NH:12][CH:11]=[C:10]3[CH:19]2[CH2:20][CH2:21][NH:22][CH2:23][CH2:24]2)[CH:2]=[CH:3][CH:4]=[CH:5][CH:6]=1, predict the reactants needed to synthesize it. The reactants are: [C:1]1([C:7]2[CH:8]=[C:9]3[C:13](=[C:14]([C:16]([NH2:18])=[O:17])[CH:15]=2)[NH:12][CH:11]=[C:10]3[C:19]2[CH2:20][CH2:21][N:22](CC3C=CC=CC=3)[CH2:23][CH:24]=2)[CH:6]=[CH:5][CH:4]=[CH:3][CH:2]=1. (2) Given the product [NH2:17][C:3]1[CH:4]=[C:5]([NH:8][C:9](=[O:16])[CH2:10][N:11]2[CH2:12][CH2:13][CH2:14][CH2:15]2)[CH:6]=[CH:7][C:2]=1[CH3:1], predict the reactants needed to synthesize it. The reactants are: [CH3:1][C:2]1[CH:7]=[CH:6][C:5]([NH:8][C:9](=[O:16])[CH2:10][N:11]2[CH2:15][CH2:14][CH2:13][CH2:12]2)=[CH:4][C:3]=1[N+:17]([O-])=O. (3) The reactants are: [C:1]([C:5]1[CH:6]=[C:7]([NH:21][C:22]([C:24]2[N:25]([CH3:48])[C:26]3[C:31]([CH:32]=2)=[CH:30][CH:29]=[CH:28][C:27]=3[CH2:33][N:34]2[CH2:39][CH2:38][N:37]([C:40]([CH:42]3[CH2:46][CH2:45][CH2:44][N:43]3[CH3:47])=[O:41])[CH2:36][CH2:35]2)=[O:23])[C:8]([O:19][CH3:20])=[C:9]([NH:11]C(=O)OC(C)(C)C)[CH:10]=1)([CH3:4])([CH3:3])[CH3:2].[ClH:49]. Given the product [ClH:49].[ClH:49].[ClH:49].[NH2:11][C:9]1[C:8]([O:19][CH3:20])=[C:7]([NH:21][C:22]([C:24]2[N:25]([CH3:48])[C:26]3[C:31]([CH:32]=2)=[CH:30][CH:29]=[CH:28][C:27]=3[CH2:33][N:34]2[CH2:35][CH2:36][N:37]([C:40]([C@@H:42]3[CH2:46][CH2:45][CH2:44][N:43]3[CH3:47])=[O:41])[CH2:38][CH2:39]2)=[O:23])[CH:6]=[C:5]([C:1]([CH3:2])([CH3:3])[CH3:4])[CH:10]=1, predict the reactants needed to synthesize it. (4) Given the product [Cl:1][C:2]1[CH:3]=[CH:4][C:5]([CH:8]2[C:12]3[N:13]([CH:22]([CH3:23])[CH3:24])[C:14]([CH:16]4[CH2:21][CH2:20][O:19][CH2:18][CH2:17]4)=[N:15][C:11]=3[C:10](=[O:25])[NH:9]2)=[CH:6][CH:7]=1, predict the reactants needed to synthesize it. The reactants are: [Cl:1][C:2]1[CH:7]=[CH:6][C:5]([CH:8]2[C:12]3[N:13]([CH:22]([CH3:24])[CH3:23])[C:14]([C:16]4[CH2:17][CH2:18][O:19][CH2:20][CH:21]=4)=[N:15][C:11]=3[C:10](=[O:25])[NH:9]2)=[CH:4][CH:3]=1. (5) Given the product [OH:25][C:19]1[CH:24]=[CH:23][C:22]([CH:4]2[NH:9][C:7](=[O:8])[CH2:6][CH2:5]2)=[CH:21][CH:20]=1, predict the reactants needed to synthesize it. The reactants are: C(O[CH:4]1[NH:9][C:7](=[O:8])[CH2:6][CH2:5]1)C.S(=O)(=O)(O)O.C(O)(=O)C.[C:19]1([OH:25])[CH:24]=[CH:23][CH:22]=[CH:21][CH:20]=1. (6) Given the product [Cl:32][C:33]1[CH:38]=[C:37]([C:2]2[CH:3]=[C:4]3[C:9](=[CH:10][CH:11]=2)[N:8]=[CH:7][C:6]([C:12](=[O:16])[CH:13]([CH3:14])[CH3:15])=[C:5]3[NH:17][C@H:18]2[CH2:19][CH2:20][C@H:21]([NH:24][C:25](=[O:31])[O:26][C:27]([CH3:30])([CH3:28])[CH3:29])[CH2:22][CH2:23]2)[CH:36]=[C:35]([O:48][CH3:49])[C:34]=1[OH:50], predict the reactants needed to synthesize it. The reactants are: Br[C:2]1[CH:3]=[C:4]2[C:9](=[CH:10][CH:11]=1)[N:8]=[CH:7][C:6]([C:12](=[O:16])[CH:13]([CH3:15])[CH3:14])=[C:5]2[NH:17][C@H:18]1[CH2:23][CH2:22][C@H:21]([NH:24][C:25](=[O:31])[O:26][C:27]([CH3:30])([CH3:29])[CH3:28])[CH2:20][CH2:19]1.[Cl:32][C:33]1[CH:38]=[C:37](B2OC(C)(C)C(C)(C)O2)[CH:36]=[C:35]([O:48][CH3:49])[C:34]=1[OH:50]. (7) Given the product [C:32]([N:31]([C:2]1[O:3][C:4]2[C:5](=[C:7]([C:19]#[N:20])[C:8]([CH3:18])=[C:9]([C:12]3[CH:17]=[CH:16][CH:15]=[CH:14][CH:13]=3)[C:10]=2[F:11])[N:6]=1)[CH3:30])([CH3:35])([CH3:34])[CH3:33], predict the reactants needed to synthesize it. The reactants are: Cl[C:2]1[O:3][C:4]2[C:5](=[C:7]([C:19]#[N:20])[C:8]([CH3:18])=[C:9]([C:12]3[CH:17]=[CH:16][CH:15]=[CH:14][CH:13]=3)[C:10]=2[F:11])[N:6]=1.C(N(C(C)C)CC)(C)C.[CH3:30][NH:31][C:32]([CH3:35])([CH3:34])[CH3:33].